This data is from Forward reaction prediction with 1.9M reactions from USPTO patents (1976-2016). The task is: Predict the product of the given reaction. Given the reactants [F:1][C:2]1[CH:9]=[CH:8][C:5]([CH:6]=[O:7])=[CH:4][C:3]=1[OH:10].C(N(CC)C(C)C)(C)C.Cl[CH2:21][O:22][CH3:23].Cl, predict the reaction product. The product is: [F:1][C:2]1[CH:9]=[CH:8][C:5]([CH:6]=[O:7])=[CH:4][C:3]=1[O:10][CH2:21][O:22][CH3:23].